Dataset: Full USPTO retrosynthesis dataset with 1.9M reactions from patents (1976-2016). Task: Predict the reactants needed to synthesize the given product. Given the product [CH3:1][C:2]1[CH:7]=[CH:6][C:5]([S:8]([N:11]2[C:19]3[C:14](=[CH:15][C:16]([C:30]4[N:35]=[C:34]([CH2:36][S:37]([CH3:40])(=[O:38])=[O:39])[CH:33]=[C:32]([N:41]5[CH2:42][CH2:43][O:44][CH2:45][CH2:46]5)[N:31]=4)=[CH:17][CH:18]=3)[CH:13]=[N:12]2)(=[O:10])=[O:9])=[CH:4][CH:3]=1, predict the reactants needed to synthesize it. The reactants are: [CH3:1][C:2]1[CH:7]=[CH:6][C:5]([S:8]([N:11]2[C:19]3[C:14](=[CH:15][C:16](B4OC(C)(C)C(C)(C)O4)=[CH:17][CH:18]=3)[CH:13]=[N:12]2)(=[O:10])=[O:9])=[CH:4][CH:3]=1.Cl[C:30]1[N:35]=[C:34]([CH2:36][S:37]([CH3:40])(=[O:39])=[O:38])[CH:33]=[C:32]([N:41]2[CH2:46][CH2:45][O:44][CH2:43][CH2:42]2)[N:31]=1.C(=O)([O-])[O-].[Na+].[Na+].CN(C)C=O.